Dataset: Forward reaction prediction with 1.9M reactions from USPTO patents (1976-2016). Task: Predict the product of the given reaction. (1) Given the reactants Cl.C[N:3](C)[CH2:4][CH2:5][CH2:6][N:7]=C=NCC.O[C:14]1[CH:19]=[CH:18]C=C[N+]=1[O-].[CH3:21][O:22][C:23]1[CH:24]=[C:25]2[C:30](=[CH:31][C:32]=1[O:33][CH3:34])[N:29]=[CH:28][N:27]=[C:26]2[O:35][C:36]1[CH:37]=[N:38][N:39]([CH2:41][C:42]([OH:44])=O)[CH:40]=1.C([N:48](C(C)C)CC)(C)C, predict the reaction product. The product is: [CH:18]1([C:6]2[NH:7][N:48]=[C:4]([NH:3][C:42](=[O:44])[CH2:41][N:39]3[CH:40]=[C:36]([O:35][C:26]4[C:25]5[C:30](=[CH:31][C:32]([O:33][CH3:34])=[C:23]([O:22][CH3:21])[CH:24]=5)[N:29]=[CH:28][N:27]=4)[CH:37]=[N:38]3)[CH:5]=2)[CH2:19][CH2:14]1. (2) Given the reactants C(OC([N:8]1[CH2:13][CH2:12][N:11]([C:14]2[CH:19]=[C:18]([NH:20][S:21]([C:24]3[CH:29]=[CH:28][CH:27]=[C:26]([O:30][CH:31]([F:33])[F:32])[CH:25]=3)(=[O:23])=[O:22])[CH:17]=[CH:16][C:15]=2[O:34][CH3:35])[CH2:10][CH2:9]1)=O)(C)(C)C.[ClH:36], predict the reaction product. The product is: [ClH:36].[F:33][CH:31]([F:32])[O:30][C:26]1[CH:25]=[C:24]([S:21]([NH:20][C:18]2[CH:17]=[CH:16][C:15]([O:34][CH3:35])=[C:14]([N:11]3[CH2:10][CH2:9][NH:8][CH2:13][CH2:12]3)[CH:19]=2)(=[O:23])=[O:22])[CH:29]=[CH:28][CH:27]=1. (3) Given the reactants C([O:3][C:4](=[O:23])[C:5]([N:7]([C:14]1[C:19]([CH3:20])=[CH:18][C:17]([CH3:21])=[CH:16][C:15]=1[CH3:22])[C:8]1[CH:13]=[CH:12][CH:11]=[CH:10][CH:9]=1)=[O:6])C.[OH-].[Na+].C(OCC)C, predict the reaction product. The product is: [C:15]1([CH3:22])[CH:16]=[C:17]([CH3:21])[CH:18]=[C:19]([CH3:20])[C:14]=1[N:7]([C:8]1[CH:13]=[CH:12][CH:11]=[CH:10][CH:9]=1)[C:5](=[O:6])[C:4]([OH:23])=[O:3]. (4) The product is: [C:1]([C:22]1[CH:21]=[CH:20][C:19]([CH:17]([NH:11][C:1]23[CH2:8][CH:7]4[CH2:6][CH:5]([CH2:4][CH:3]([CH2:9]4)[CH2:2]2)[CH2:10]3)[CH3:16])=[CH:24][CH:23]=1)([CH3:10])([CH3:8])[CH3:2]. Given the reactants [C:1]12([NH2:11])[CH2:10][CH:5]3[CH2:6][CH:7]([CH2:9][CH:3]([CH2:4]3)[CH2:2]1)[CH2:8]2.C([CH2:16][C:17]([C:19]1[CH:24]=[CH:23][CH:22]=[CH:21][CH:20]=1)=O)(C)(C)C, predict the reaction product. (5) Given the reactants [N:1]1([C:7]([N:9]2[CH2:14][CH:13]([C:15]3[CH:20]=[CH:19][C:18]([CH2:21][C:22]([F:25])([F:24])[F:23])=[CH:17][CH:16]=3)[CH2:12][CH:11]([C:26](O)=[O:27])[CH2:10]2)=[O:8])[CH2:6][CH2:5][S:4][CH2:3][CH2:2]1.O[NH:30][C:31](=[NH:36])[CH2:32][CH2:33][O:34][CH3:35], predict the reaction product. The product is: [CH3:35][O:34][CH2:33][CH2:32][C:31]1[N:36]=[C:26]([CH:11]2[CH2:12][CH:13]([C:15]3[CH:16]=[CH:17][C:18]([CH2:21][C:22]([F:24])([F:25])[F:23])=[CH:19][CH:20]=3)[CH2:14][N:9]([C:7]([N:1]3[CH2:2][CH2:3][S:4][CH2:5][CH2:6]3)=[O:8])[CH2:10]2)[O:27][N:30]=1.